Dataset: Reaction yield outcomes from USPTO patents with 853,638 reactions. Task: Predict the reaction yield, written as a fraction of the theoretical maximum amount of product (1.0 means a 100% yield; for example, 0.34 means a 34% yield). (1) The reactants are O[C:2]1C(C)=[CH:9][CH:8]=[CH:7][C:3]=1[C:4]([OH:6])=O.I[CH3:13].[C:14](=[O:17])([O-])[O-].[K+].[K+].[CH3:20][C:21](N(C)C)=[O:22]. The catalyst is O. The product is [CH3:14][O:17][C:21](=[O:22])[C:20]1[CH:9]=[CH:8][CH:7]=[C:3]([CH3:2])[C:4]=1[O:6][CH3:13]. The yield is 0.530. (2) The reactants are Br[C:2]1[CH:3]=[N:4][CH:5]=[C:6]([Br:8])[CH:7]=1.O1CCOCC1.[NH:15]1[CH2:20][CH2:19][O:18][CH2:17][CH2:16]1.CC(C)([O-])C.[Na+]. The catalyst is C1C=CC([P]([Pd]([P](C2C=CC=CC=2)(C2C=CC=CC=2)C2C=CC=CC=2)([P](C2C=CC=CC=2)(C2C=CC=CC=2)C2C=CC=CC=2)[P](C2C=CC=CC=2)(C2C=CC=CC=2)C2C=CC=CC=2)(C2C=CC=CC=2)C2C=CC=CC=2)=CC=1. The product is [Br:8][C:6]1[CH:7]=[C:2]([N:15]2[CH2:20][CH2:19][O:18][CH2:17][CH2:16]2)[CH:3]=[N:4][CH:5]=1. The yield is 0.400. (3) The reactants are CO[C:3]([C:5]1[N:6]([CH3:22])[N:7]=[C:8]([O:10][CH2:11][C:12]2[C:13]([CH2:18][CH2:19][CH2:20][CH3:21])=[N:14][O:15][C:16]=2[CH3:17])[CH:9]=1)=[O:4].[CH3:23][CH:24]([NH2:27])[CH2:25][OH:26]. No catalyst specified. The product is [OH:26][CH2:25][CH:24]([NH:27][C:3]([C:5]1[N:6]([CH3:22])[N:7]=[C:8]([O:10][CH2:11][C:12]2[C:13]([CH2:18][CH2:19][CH2:20][CH3:21])=[N:14][O:15][C:16]=2[CH3:17])[CH:9]=1)=[O:4])[CH3:23]. The yield is 0.700. (4) The catalyst is O1CCCC1. The reactants are [Br:1][C:2]1[CH:7]=[CH:6][C:5]([C:8]([OH:11])([CH3:10])[CH3:9])=[CH:4][CH:3]=1.[CH3:12]I.[H-].[Na+].Cl. The product is [Br:1][C:2]1[CH:3]=[CH:4][C:5]([C:8]([O:11][CH3:12])([CH3:9])[CH3:10])=[CH:6][CH:7]=1. The yield is 0.270. (5) The reactants are [CH2:1]([O:3][C:4](=[O:38])[C:5]1[CH:10]=[CH:9][C:8]([N:11]2[CH:15]=[C:14]([C:16]3[CH:21]=[CH:20][C:19]([Cl:22])=[CH:18][C:17]=3[Cl:23])[N:13]=[C:12]2[CH2:24][C:25]2[CH:30]=[CH:29][C:28]([C:31]3[CH:36]=[CH:35][C:34]([NH2:37])=[CH:33][CH:32]=3)=[CH:27][CH:26]=2)=[CH:7][CH:6]=1)C.[F:39][C:40]([F:52])([F:51])[C:41]1[CH:42]=[C:43]([S:47](Cl)(=[O:49])=[O:48])[CH:44]=[CH:45][CH:46]=1. No catalyst specified. The product is [CH3:1][O:3][C:4](=[O:38])[C:5]1[CH:10]=[CH:9][C:8]([N:11]2[CH:15]=[C:14]([C:16]3[CH:21]=[CH:20][C:19]([Cl:22])=[CH:18][C:17]=3[Cl:23])[N:13]=[C:12]2[CH2:24][C:25]2[CH:26]=[CH:27][C:28]([C:31]3[CH:36]=[CH:35][C:34]([NH:37][S:47]([C:43]4[CH:44]=[CH:45][CH:46]=[C:41]([C:40]([F:39])([F:51])[F:52])[CH:42]=4)(=[O:49])=[O:48])=[CH:33][CH:32]=3)=[CH:29][CH:30]=2)=[CH:7][CH:6]=1. The yield is 0.660. (6) The reactants are C([O:8][C:9]1[C:14](=[O:15])[N:13]=[C:12]([CH2:16][C:17]2([C:22]3[CH:27]=[CH:26][C:25]([Cl:28])=[CH:24][CH:23]=3)[CH2:21][CH2:20][CH2:19][CH2:18]2)[N:11]2[CH2:29][CH2:30][N:31]([C:34]3[CH:39]=[CH:38][CH:37]=[CH:36][CH:35]=3)[C:32](=[O:33])[C:10]=12)C1C=CC=CC=1.Cl.C([O-])(O)=O.[Na+]. The catalyst is CO. The product is [Cl:28][C:25]1[CH:26]=[CH:27][C:22]([C:17]2([CH2:16][C:12]3[N:11]4[CH2:29][CH2:30][N:31]([C:34]5[CH:35]=[CH:36][CH:37]=[CH:38][CH:39]=5)[C:32](=[O:33])[C:10]4=[C:9]([OH:8])[C:14](=[O:15])[N:13]=3)[CH2:21][CH2:20][CH2:19][CH2:18]2)=[CH:23][CH:24]=1. The yield is 0.654. (7) The reactants are [Cl:1][C:2]1[CH:3]=[C:4]2[C:8](=[CH:9][CH:10]=1)[N:7]([C:11]1[N:15]([CH3:16])[N:14]=[C:13]([CH3:17])[C:12]=1[CH2:18][OH:19])[CH:6]=[CH:5]2.[H-].[Na+].Br[CH2:23][CH:24]([O:28][CH2:29][CH3:30])[O:25][CH2:26][CH3:27].O. The catalyst is CN(C)C=O. The product is [Cl:1][C:2]1[CH:3]=[C:4]2[C:8](=[CH:9][CH:10]=1)[N:7]([C:11]1[N:15]([CH3:16])[N:14]=[C:13]([CH3:17])[C:12]=1[CH2:18][O:19][CH2:23][CH:24]([O:28][CH2:29][CH3:30])[O:25][CH2:26][CH3:27])[CH:6]=[CH:5]2. The yield is 0.660. (8) The reactants are [NH2:1][CH2:2][CH2:3][C:4]1[N:5]=[C:6]([NH:9][C:10]([NH:12][C:13]2[CH:18]=[CH:17][C:16]([CH3:19])=[CH:15][C:14]=2[C:20]([CH:22]2[CH2:26][CH2:25][CH2:24][CH2:23]2)=[O:21])=[O:11])[S:7][CH:8]=1.C1(=O)[O:32][C:30](=[O:31])[CH2:29][CH2:28]1. The catalyst is C(Cl)Cl. The product is [CH:22]1([C:20]([C:14]2[CH:15]=[C:16]([CH3:19])[CH:17]=[CH:18][C:13]=2[NH:12][C:10](=[O:11])[NH:9][C:6]2[S:7][CH:8]=[C:4]([CH2:3][CH2:2][NH:1][CH2:28][CH2:29][C:30]([OH:32])=[O:31])[N:5]=2)=[O:21])[CH2:23][CH2:24][CH2:25][CH2:26]1. The yield is 0.530.